This data is from NCI-60 drug combinations with 297,098 pairs across 59 cell lines. The task is: Regression. Given two drug SMILES strings and cell line genomic features, predict the synergy score measuring deviation from expected non-interaction effect. Drug 1: C1CC(=O)NC(=O)C1N2CC3=C(C2=O)C=CC=C3N. Drug 2: CC1=C(N=C(N=C1N)C(CC(=O)N)NCC(C(=O)N)N)C(=O)NC(C(C2=CN=CN2)OC3C(C(C(C(O3)CO)O)O)OC4C(C(C(C(O4)CO)O)OC(=O)N)O)C(=O)NC(C)C(C(C)C(=O)NC(C(C)O)C(=O)NCCC5=NC(=CS5)C6=NC(=CS6)C(=O)NCCC[S+](C)C)O. Cell line: OVCAR-4. Synergy scores: CSS=-0.485, Synergy_ZIP=-1.21, Synergy_Bliss=-1.48, Synergy_Loewe=-1.86, Synergy_HSA=-1.82.